From a dataset of Full USPTO retrosynthesis dataset with 1.9M reactions from patents (1976-2016). Predict the reactants needed to synthesize the given product. (1) Given the product [Br:1][C:2]1[CH:3]=[C:4]2[C:9](=[CH:10][C:11]=1[O:12][CH3:13])[N:8]=[C:7]([NH:25][C:24]1[CH:26]=[CH:27][CH:28]=[C:22]([CH2:21][N:15]3[CH2:16][CH2:17][O:18][CH2:19][CH2:20]3)[CH:23]=1)[N:6]=[CH:5]2, predict the reactants needed to synthesize it. The reactants are: [Br:1][C:2]1[CH:3]=[C:4]2[C:9](=[CH:10][C:11]=1[O:12][CH3:13])[N:8]=[C:7](Cl)[N:6]=[CH:5]2.[N:15]1([CH2:21][C:22]2[CH:23]=[C:24]([CH:26]=[CH:27][CH:28]=2)[NH2:25])[CH2:20][CH2:19][O:18][CH2:17][CH2:16]1.Cl.O1CCOCC1. (2) Given the product [CH3:54][O:55][C:56](=[O:67])[CH2:57][O:58][C:59]1[CH:64]=[CH:63][C:62]([O:15][CH2:14]/[CH:13]=[C:12](/[C:9]2[CH:10]=[CH:11][C:6]([C:5]#[C:4][CH2:3][N:2]([CH3:1])[CH3:22])=[CH:7][CH:8]=2)\[C:16]2[CH:17]=[CH:18][CH:19]=[CH:20][CH:21]=2)=[CH:61][C:60]=1[CH3:66], predict the reactants needed to synthesize it. The reactants are: [CH3:1][N:2]([CH3:22])[CH2:3][C:4]#[C:5][C:6]1[CH:11]=[CH:10][C:9](/[C:12](/[C:16]2[CH:21]=[CH:20][CH:19]=[CH:18][CH:17]=2)=[CH:13]/[CH2:14][OH:15])=[CH:8][CH:7]=1.C(P(CCCC)CCCC)CCC.N(C(N1CCCCC1)=O)=NC(N1CCCCC1)=O.[CH3:54][O:55][C:56](=[O:67])[CH2:57][O:58][C:59]1[CH:64]=[CH:63][C:62](O)=[CH:61][C:60]=1[CH3:66]. (3) Given the product [NH:17]1[CH:18]=[C:14]([CH2:13][C@H:9]([NH:8][CH3:6])[CH2:10][OH:11])[N:15]=[CH:16]1, predict the reactants needed to synthesize it. The reactants are: C(O[C:6]([NH:8][C@@H:9]([CH2:13][C:14]1[N:15]=[CH:16][NH:17][CH:18]=1)[C:10](O)=[O:11])=O)(C)(C)C.[H-].[H-].[H-].[H-].[Li+].[Al+3]. (4) Given the product [NH:1]([C:8]1[S:9][CH:10]([CH2:14][C:15]([N:49]2[CH2:50][C:51]3[C:56](=[CH:55][CH:54]=[CH:53][CH:52]=3)[CH2:48]2)=[O:17])[C:11](=[O:13])[N:12]=1)[C:2]1[CH:3]=[CH:4][CH:5]=[CH:6][CH:7]=1, predict the reactants needed to synthesize it. The reactants are: [NH:1]([C:8]1[S:9][CH:10]([CH2:14][C:15]([OH:17])=O)[C:11](=[O:13])[N:12]=1)[C:2]1[CH:7]=[CH:6][CH:5]=[CH:4][CH:3]=1.Cl.CN(C)CCCN=C=NCC.O.ON1C2C=CC=CC=2N=N1.CN1CCOCC1.[CH2:48]1[C:56]2[C:51](=[CH:52][CH:53]=[CH:54][CH:55]=2)[CH2:50][NH:49]1. (5) Given the product [C:1]([O:5][C:6]([C:7]1[CH:12]=[CH:11][C:10]2[C:9]([CH:8]=1)=[N:31][N:30]([CH2:29][C:25]1[S:24][CH:28]=[CH:27][CH:26]=1)[C:13]=2[CH2:14][C:15]1[CH:20]=[CH:19][CH:18]=[CH:17][CH:16]=1)=[O:22])([CH3:4])([CH3:3])[CH3:2], predict the reactants needed to synthesize it. The reactants are: [C:1]([O:5][C:6](=[O:22])[C:7]1[CH:12]=[CH:11][C:10]([C:13]#[C:14][C:15]2[CH:20]=[CH:19][CH:18]=[CH:17][CH:16]=2)=[C:9](Cl)[CH:8]=1)([CH3:4])([CH3:3])[CH3:2].Cl.[S:24]1[CH:28]=[CH:27][CH:26]=[C:25]1[CH2:29][NH:30][NH2:31].C([O-])([O-])=O.[Cs+].[Cs+]. (6) Given the product [CH3:10][N:5]1[C:4]2[CH:11]=[CH:12][CH:13]=[CH:14][C:3]=2[C:2]([C:22]2[CH:23]=[CH:24][C:19]([C:17]([O:16][CH2:15][CH3:28])=[O:18])=[CH:20][CH:21]=2)=[N:8][CH2:7][C:6]1=[O:9], predict the reactants needed to synthesize it. The reactants are: Cl[C:2]1[C:3]2[CH:14]=[CH:13][CH:12]=[CH:11][C:4]=2[N:5]([CH3:10])[C:6](=[O:9])[CH2:7][N:8]=1.[CH3:15][O:16][C:17]([C:19]1[CH:24]=[CH:23][C:22](B(O)O)=[CH:21][CH:20]=1)=[O:18].[C:28](=O)([O-])[O-].[Na+].[Na+].C(OCC)(=O)C. (7) Given the product [N:13]([C:10]1[C:9]([CH3:14])=[CH:8][C:7]([O:6][CH3:5])=[N:12][CH:11]=1)=[C:1]=[S:2], predict the reactants needed to synthesize it. The reactants are: [C:1](Cl)(Cl)=[S:2].[CH3:5][O:6][C:7]1[N:12]=[CH:11][C:10]([NH2:13])=[C:9]([CH3:14])[CH:8]=1.